This data is from Full USPTO retrosynthesis dataset with 1.9M reactions from patents (1976-2016). The task is: Predict the reactants needed to synthesize the given product. The reactants are: [OH:1][C:2]1[CH:23]=[CH:22][C:5]2[N:6]=[C:7]([NH:9][C:10]([C:12]3[CH:21]=[CH:20][C:15]([C:16]([O:18]C)=[O:17])=[CH:14][CH:13]=3)=[O:11])[S:8][C:4]=2[CH:3]=1.[OH-].[Li+]. Given the product [OH:1][C:2]1[CH:23]=[CH:22][C:5]2[N:6]=[C:7]([NH:9][C:10]([C:12]3[CH:21]=[CH:20][C:15]([C:16]([OH:18])=[O:17])=[CH:14][CH:13]=3)=[O:11])[S:8][C:4]=2[CH:3]=1, predict the reactants needed to synthesize it.